This data is from Peptide-MHC class I binding affinity with 185,985 pairs from IEDB/IMGT. The task is: Regression. Given a peptide amino acid sequence and an MHC pseudo amino acid sequence, predict their binding affinity value. This is MHC class I binding data. (1) The peptide sequence is VNRWLFRHL. The MHC is HLA-A02:11 with pseudo-sequence HLA-A02:11. The binding affinity (normalized) is 0.0847. (2) The peptide sequence is KQVYFESF. The MHC is H-2-Kb with pseudo-sequence H-2-Kb. The binding affinity (normalized) is 0. (3) The peptide sequence is PVLKAMHDK. The MHC is HLA-A11:01 with pseudo-sequence HLA-A11:01. The binding affinity (normalized) is 0.374. (4) The binding affinity (normalized) is 0.213. The peptide sequence is VHAVYDSML. The MHC is HLA-B15:01 with pseudo-sequence HLA-B15:01. (5) The peptide sequence is FFKQTFGSL. The MHC is HLA-A30:01 with pseudo-sequence HLA-A30:01. The binding affinity (normalized) is 0.426. (6) The peptide sequence is YSHYSHNPK. The MHC is HLA-B15:01 with pseudo-sequence HLA-B15:01. The binding affinity (normalized) is 0.0847. (7) The peptide sequence is EMIWDPNGW. The MHC is HLA-B08:02 with pseudo-sequence HLA-B08:02. The binding affinity (normalized) is 0.0847. (8) The peptide sequence is EETLLTTWL. The MHC is HLA-A01:01 with pseudo-sequence HLA-A01:01. The binding affinity (normalized) is 0.0847. (9) The peptide sequence is AREIELEDK. The MHC is HLA-B27:05 with pseudo-sequence HLA-B27:05. The binding affinity (normalized) is 0.272. (10) The peptide sequence is GYAFEHIVY. The MHC is Patr-A0701 with pseudo-sequence Patr-A0701. The binding affinity (normalized) is 0.